Dataset: Full USPTO retrosynthesis dataset with 1.9M reactions from patents (1976-2016). Task: Predict the reactants needed to synthesize the given product. Given the product [NH2:4][C:3]1[N:15]([CH2:21][CH3:22])[C:14]2[C:13]([C:18](=[O:17])[C:5]=1[C:6]([NH2:8])=[O:7])=[CH:12][CH:11]=[C:10]([Br:9])[CH:23]=2, predict the reactants needed to synthesize it. The reactants are: [H-].[Na+].[C:3]([CH2:5][C:6]([NH2:8])=[O:7])#[N:4].[Br:9][C:10]1[CH:11]=[CH:12][C:13]2[C:18](=O)[O:17]C(=O)[N:15]([CH2:21][CH3:22])[C:14]=2[CH:23]=1.Cl.